This data is from Forward reaction prediction with 1.9M reactions from USPTO patents (1976-2016). The task is: Predict the product of the given reaction. (1) Given the reactants I[C:2]1[CH:3]=[C:4]2[C:8](=[CH:9][CH:10]=1)[N:7]([CH:11]1[CH2:16][CH2:15][CH2:14][CH2:13][O:12]1)[N:6]=[C:5]2[CH:17]=[O:18].B1(B2OC(C)(C)C(C)(C)O2)OC(C)(C)C(C)(C)O1.CC([O-])=O.[K+].[O-]P([O-])([O-])=O.[K+].[K+].[K+].Br[C:51]1[CH:52]=[C:53]([NH:57][C:58](=[O:63])[CH2:59][CH:60]([CH3:62])[CH3:61])[CH:54]=[N:55][CH:56]=1, predict the reaction product. The product is: [CH:17]([C:5]1[C:4]2[C:8](=[CH:9][CH:10]=[C:2]([C:51]3[CH:52]=[C:53]([NH:57][C:58](=[O:63])[CH2:59][CH:60]([CH3:61])[CH3:62])[CH:54]=[N:55][CH:56]=3)[CH:3]=2)[N:7]([CH:11]2[CH2:16][CH2:15][CH2:14][CH2:13][O:12]2)[N:6]=1)=[O:18]. (2) Given the reactants ClC(Cl)(Cl)CO[C:5](=[O:36])[NH:6][C:7]1[N:8]=[C:9]2[CH:14]=[CH:13][C:12]([O:15][C:16]3[CH:21]=[CH:20][CH:19]=[C:18]([NH:22][C:23](=[O:34])[C:24]4[CH:29]=[CH:28][CH:27]=[C:26]([C:30]([F:33])([F:32])[F:31])[CH:25]=4)[CH:17]=3)=[N:11][N:10]2[CH:35]=1.[NH2:39][CH2:40][CH2:41][O:42][CH2:43][CH2:44][OH:45].C(N(C(C)C)C(C)C)(C)C, predict the reaction product. The product is: [OH:45][CH2:44][CH2:43][O:42][CH2:41][CH2:40][NH:39][C:5]([NH:6][C:7]1[N:8]=[C:9]2[CH:14]=[CH:13][C:12]([O:15][C:16]3[CH:17]=[C:18]([NH:22][C:23](=[O:34])[C:24]4[CH:29]=[CH:28][CH:27]=[C:26]([C:30]([F:31])([F:32])[F:33])[CH:25]=4)[CH:19]=[CH:20][CH:21]=3)=[N:11][N:10]2[CH:35]=1)=[O:36].